The task is: Predict the reaction yield, written as a fraction of the theoretical maximum amount of product (1.0 means a 100% yield; for example, 0.34 means a 34% yield).. This data is from Reaction yield outcomes from USPTO patents with 853,638 reactions. (1) The reactants are [C:1]([O:5][C:6](=[O:17])[NH:7][C:8]1[CH:13]=[C:12]([CH3:14])[C:11]([OH:15])=[CH:10][C:9]=1[CH3:16])([CH3:4])([CH3:3])[CH3:2].C(=O)([O-])[O-].[K+].[K+].Br[CH2:25][CH3:26].O. The catalyst is CN(C=O)C. The product is [C:1]([O:5][C:6](=[O:17])[NH:7][C:8]1[CH:13]=[C:12]([CH3:14])[C:11]([O:15][CH2:25][CH3:26])=[CH:10][C:9]=1[CH3:16])([CH3:4])([CH3:3])[CH3:2]. The yield is 0.900. (2) The reactants are [Cl:1][C:2]1[CH:7]=[C:6]([F:8])[CH:5]=[CH:4][C:3]=1[N:9]1[C:17](=[O:18])[C:16]2[C@H:15]3[C:19]([CH3:21])([CH3:20])[C@:12]([CH3:22])([CH2:13][CH2:14]3)[C:11]=2[NH:10]1.[F:23][C:24]1[CH:31]=[C:30]([F:32])[CH:29]=[CH:28][C:25]=1[CH2:26]Br. The catalyst is [I-].C([N+](CCCC)(CCCC)CCCC)CCC.CN(C)C=O. The product is [Cl:1][C:2]1[CH:7]=[C:6]([F:8])[CH:5]=[CH:4][C:3]=1[N:9]1[C:17](=[O:18])[C:16]2[C@H:15]3[C:19]([CH3:21])([CH3:20])[C@:12]([CH3:22])([CH2:13][CH2:14]3)[C:11]=2[N:10]1[CH2:26][C:25]1[CH:28]=[CH:29][C:30]([F:32])=[CH:31][C:24]=1[F:23]. The yield is 0.590. (3) The reactants are C([O:3][C:4](=[O:48])[CH2:5][CH2:6][CH2:7][O:8][C:9]1[CH:14]=[CH:13][CH:12]=[C:11]([CH2:15][CH2:16][CH2:17][CH2:18][CH2:19][CH2:20][O:21][C:22]2[CH:23]=[C:24]([C:31]3[CH:36]=[CH:35][C:34]([S:37]([CH3:40])(=[O:39])=[O:38])=[CH:33][CH:32]=3)[CH:25]=[C:26]([CH2:28][O:29][CH3:30])[CH:27]=2)[C:10]=1[CH2:41][CH2:42][C:43]([O:45]CC)=[O:44])C.[OH-].[Na+]. The catalyst is C1COCC1.C(O)C. The product is [C:43]([CH2:42][CH2:41][C:10]1[C:11]([CH2:15][CH2:16][CH2:17][CH2:18][CH2:19][CH2:20][O:21][C:22]2[CH:23]=[C:24]([C:31]3[CH:36]=[CH:35][C:34]([S:37]([CH3:40])(=[O:38])=[O:39])=[CH:33][CH:32]=3)[CH:25]=[C:26]([CH2:28][O:29][CH3:30])[CH:27]=2)=[CH:12][CH:13]=[CH:14][C:9]=1[O:8][CH2:7][CH2:6][CH2:5][C:4]([OH:48])=[O:3])([OH:45])=[O:44]. The yield is 0.940.